From a dataset of Forward reaction prediction with 1.9M reactions from USPTO patents (1976-2016). Predict the product of the given reaction. (1) Given the reactants [Br:1][C:2]1[CH:7]=[CH:6][C:5]([C@H:8]([NH:10][C:11](=[O:16])[C:12]([CH3:15])([CH3:14])[CH3:13])[CH3:9])=[CH:4][CH:3]=1.C1([Li])C=CC=CC=1.[CH2:24]=[O:25].O, predict the reaction product. The product is: [Br:1][C:2]1[CH:3]=[CH:4][C:5]([C@H:8]([NH:10][C:11](=[O:16])[C:12]([CH3:15])([CH3:14])[CH3:13])[CH3:9])=[C:6]([CH:7]=1)[CH2:24][OH:25]. (2) Given the reactants [F:1][C:2]1[C:3]([CH3:25])=[C:4]([C@:8]2([C:21]([O:23][CH3:24])=[O:22])[CH2:12][CH2:11][C:10](OS(C(F)(F)F)(=O)=O)=[CH:9]2)[CH:5]=[CH:6][CH:7]=1.[CH:26]1([C:29]2[N:34]=[CH:33][C:32](B(O)O)=[CH:31][N:30]=2)[CH2:28][CH2:27]1.COCCOC, predict the reaction product. The product is: [CH:26]1([C:29]2[N:34]=[CH:33][C:32]([C:10]3[CH2:11][CH2:12][C@:8]([C:4]4[CH:5]=[CH:6][CH:7]=[C:2]([F:1])[C:3]=4[CH3:25])([C:21]([O:23][CH3:24])=[O:22])[CH:9]=3)=[CH:31][N:30]=2)[CH2:28][CH2:27]1. (3) Given the reactants Cl.[F:2][C:3]1[C:4]([O:12][CH3:13])=[C:5]([NH:10]N)[CH:6]=[C:7]([F:9])[CH:8]=1.[CH:14](=O)[CH:15]([CH3:17])[CH3:16].OS(O)(=O)=O.[BH4-].[Na+], predict the reaction product. The product is: [F:9][C:7]1[CH:8]=[C:3]([F:2])[C:4]([O:12][CH3:13])=[C:5]2[C:6]=1[C:15]([CH3:17])([CH3:16])[CH2:14][NH:10]2. (4) Given the reactants [CH3:1][N:2]([CH3:28])[C:3]([C:5]1[NH:6][C:7]2[C:12]([CH:13]=1)=[CH:11][CH:10]=[C:9](NC1N=C(C3C=C(Cl)C=CN=3)C=CN=1)[CH:8]=2)=[O:4].CN(C)C(C1NC2C(C=1)=CC([NH:42][C:43]1[N:48]=[C:47]([C:49]3[CH:54]=[C:53]([Cl:55])[CH:52]=[CH:51][N:50]=3)[CH:46]=[CH:45][N:44]=1)=CC=2)=O.[CH3:57][N:58]([CH3:85])[C:59](C1N(C)C2C(C=1)=CC=C(NC1N=C(C3C=C(Cl)C=CN=3)C=CN=1)C=2)=O.ClC1C=CN=C(C2C=CN=C(NC3C=C4C(=CC=3)N(C)C(C(N3CCN(C)CC3)=O)=C4)N=2)C=1.ClC1C=CN=C(C2C=CN=C(NC3C=C4C(=CC=3)NC(C(N3CCOCC3)=O)=C4)N=2)C=1.CN(C1CCOCC1)C(C1NC2C(C=1)=CC(NC1N=C(C3C=C(Cl)C=CN=3)C=CN=1)=CC=2)=O.ClC1C=CN=C(C2C=CN=C(NC3C=C4C(=CC=3)NC(C(N3CCCOCC3)=O)=C4)N=2)C=1, predict the reaction product. The product is: [Cl:55][C:53]1[CH:52]=[CH:51][N:50]=[C:49]([C:47]2[CH:46]=[CH:45][N:44]=[C:43]([NH:42][C:10]3[CH:11]=[C:12]4[C:7](=[CH:8][CH:9]=3)[NH:6][C:5]([C:3]([N:2]3[CH2:1][CH2:59][N:58]([CH3:85])[CH2:57][CH2:28]3)=[O:4])=[CH:13]4)[N:48]=2)[CH:54]=1. (5) Given the reactants [F:1][C:2]([F:32])([F:31])[C:3]1[CH:8]=[CH:7][C:6]([C:9]2[C:10]([C:15]([NH:17][C:18]3[CH:27]=[CH:26][C:25]4[C:20](=[CH:21][CH:22]=[C:23]([C:28](O)=[O:29])[CH:24]=4)[N:19]=3)=[O:16])=[CH:11][CH:12]=[CH:13][CH:14]=2)=[CH:5][CH:4]=1.C1C=CC2N(O)N=NC=2C=1.Cl.[NH2:44][C@@H:45]([C:54]1[CH:59]=[CH:58][CH:57]=[CH:56][CH:55]=1)[C:46]([NH:48][CH2:49][CH2:50][CH2:51][CH2:52][CH3:53])=[O:47].C(N(C(C)C)CC)(C)C, predict the reaction product. The product is: [CH2:49]([NH:48][C:46]([C@@H:45]([NH:44][C:28]([C:23]1[CH:24]=[C:25]2[C:20](=[CH:21][CH:22]=1)[N:19]=[C:18]([NH:17][C:15]([C:10]1[C:9]([C:6]3[CH:5]=[CH:4][C:3]([C:2]([F:32])([F:31])[F:1])=[CH:8][CH:7]=3)=[CH:14][CH:13]=[CH:12][CH:11]=1)=[O:16])[CH:27]=[CH:26]2)=[O:29])[C:54]1[CH:59]=[CH:58][CH:57]=[CH:56][CH:55]=1)=[O:47])[CH2:50][CH2:51][CH2:52][CH3:53]. (6) Given the reactants [CH2:1]([N:4]([CH2:20][CH2:21][CH3:22])[CH2:5][CH2:6][CH2:7][CH2:8][N:9]([CH2:11][C:12]1[CH:19]=[CH:18][C:15]([C:16]#[N:17])=[CH:14][CH:13]=1)[CH3:10])[CH2:2][CH3:3].[OH-].[Na+].[H][H], predict the reaction product. The product is: [CH2:20]([N:4]([CH2:1][CH2:2][CH3:3])[CH2:5][CH2:6][CH2:7][CH2:8][N:9]([CH2:11][C:12]1[CH:13]=[CH:14][C:15]([CH2:16][NH2:17])=[CH:18][CH:19]=1)[CH3:10])[CH2:21][CH3:22].